From a dataset of Reaction yield outcomes from USPTO patents with 853,638 reactions. Predict the reaction yield, written as a fraction of the theoretical maximum amount of product (1.0 means a 100% yield; for example, 0.34 means a 34% yield). (1) The reactants are [Cl:1][C:2]1[N:7]=[C:6]([NH:8][NH:9][C:10](=[O:30])[C@H:11]([CH2:24][CH:25]2[CH2:29][CH2:28][CH2:27][CH2:26]2)[CH2:12][N:13]([O:16]CC2C=CC=CC=2)[CH:14]=[O:15])[C:5]([F:31])=[C:4]([NH:32][CH2:33][C:34]([CH3:42])([N:36]2[CH2:41][CH2:40][O:39][CH2:38][CH2:37]2)[CH3:35])[N:3]=1. The catalyst is [OH-].[OH-].[Pd+2]. The product is [Cl:1][C:2]1[N:7]=[C:6]([NH:8][NH:9][C:10](=[O:30])[C@H:11]([CH2:24][CH:25]2[CH2:26][CH2:27][CH2:28][CH2:29]2)[CH2:12][N:13]([OH:16])[CH:14]=[O:15])[C:5]([F:31])=[C:4]([NH:32][CH2:33][C:34]([CH3:42])([N:36]2[CH2:37][CH2:38][O:39][CH2:40][CH2:41]2)[CH3:35])[N:3]=1. The yield is 0.490. (2) The reactants are [Cl:1][C:2]1[C:10]2[N:9]=[C:8]3[N:11]([C:15]4[CH:20]=[CH:19][C:18]([Cl:21])=[CH:17][C:16]=4[Cl:22])[CH2:12][CH2:13][CH2:14][N:7]3[C:6]=2[C:5]([CH:23]([OH:26])[CH2:24][CH3:25])=[CH:4][CH:3]=1.N(C(N1CCCCC1)=O)=NC(N1CCCCC1)=O.C(P(CCCC)CCCC)CCC.[F:58][C:59]([F:63])([F:62])[CH2:60]O. The catalyst is O1CCCC1. The product is [Cl:1][C:2]1[C:10]2[N:9]=[C:8]3[N:11]([C:15]4[CH:20]=[CH:19][C:18]([Cl:21])=[CH:17][C:16]=4[Cl:22])[CH2:12][CH2:13][CH2:14][N:7]3[C:6]=2[C:5]([CH:23]([O:26][CH2:60][C:59]([F:63])([F:62])[F:58])[CH2:24][CH3:25])=[CH:4][CH:3]=1. The yield is 0.350.